The task is: Regression. Given two drug SMILES strings and cell line genomic features, predict the synergy score measuring deviation from expected non-interaction effect.. This data is from NCI-60 drug combinations with 297,098 pairs across 59 cell lines. (1) Drug 1: CN1CCC(CC1)COC2=C(C=C3C(=C2)N=CN=C3NC4=C(C=C(C=C4)Br)F)OC. Drug 2: CC(CN1CC(=O)NC(=O)C1)N2CC(=O)NC(=O)C2. Cell line: NCI-H322M. Synergy scores: CSS=32.8, Synergy_ZIP=-0.220, Synergy_Bliss=1.94, Synergy_Loewe=-19.8, Synergy_HSA=2.88. (2) Cell line: PC-3. Synergy scores: CSS=3.41, Synergy_ZIP=-0.715, Synergy_Bliss=1.94, Synergy_Loewe=1.01, Synergy_HSA=1.02. Drug 2: COCCOC1=C(C=C2C(=C1)C(=NC=N2)NC3=CC=CC(=C3)C#C)OCCOC.Cl. Drug 1: CN(C)C1=NC(=NC(=N1)N(C)C)N(C)C. (3) Drug 1: COC1=C2C(=CC3=C1OC=C3)C=CC(=O)O2. Drug 2: CC1C(C(CC(O1)OC2CC(CC3=C2C(=C4C(=C3O)C(=O)C5=C(C4=O)C(=CC=C5)OC)O)(C(=O)CO)O)N)O.Cl. Cell line: TK-10. Synergy scores: CSS=43.0, Synergy_ZIP=2.50, Synergy_Bliss=1.75, Synergy_Loewe=-11.1, Synergy_HSA=3.35. (4) Drug 1: CC1=C(C=C(C=C1)C(=O)NC2=CC(=CC(=C2)C(F)(F)F)N3C=C(N=C3)C)NC4=NC=CC(=N4)C5=CN=CC=C5. Drug 2: CC1C(C(CC(O1)OC2CC(CC3=C2C(=C4C(=C3O)C(=O)C5=CC=CC=C5C4=O)O)(C(=O)C)O)N)O. Cell line: M14. Synergy scores: CSS=38.8, Synergy_ZIP=1.26, Synergy_Bliss=3.08, Synergy_Loewe=-29.3, Synergy_HSA=3.15. (5) Drug 1: CC12CCC(CC1=CCC3C2CCC4(C3CC=C4C5=CN=CC=C5)C)O. Drug 2: C#CCC(CC1=CN=C2C(=N1)C(=NC(=N2)N)N)C3=CC=C(C=C3)C(=O)NC(CCC(=O)O)C(=O)O. Cell line: NCI-H522. Synergy scores: CSS=3.12, Synergy_ZIP=-0.726, Synergy_Bliss=0.329, Synergy_Loewe=-0.555, Synergy_HSA=-0.401.